Dataset: Full USPTO retrosynthesis dataset with 1.9M reactions from patents (1976-2016). Task: Predict the reactants needed to synthesize the given product. Given the product [F:29][C:25]1[CH:24]=[C:23]([C@@H:21]([S:20][C:9]2[N:10]=[C:11]([NH:12][C@H:13]([CH2:16][CH:17]([CH3:19])[CH3:18])[CH2:14][OH:15])[C:6]3[S:5][C:4]([O:1][CH3:31])=[N:30][C:7]=3[N:8]=2)[CH3:22])[CH:28]=[CH:27][CH:26]=1, predict the reactants needed to synthesize it. The reactants are: [OH-:1].[K+].Cl[C:4]1[S:5][C:6]2[C:11]([NH:12][C@H:13]([CH2:16][CH:17]([CH3:19])[CH3:18])[CH2:14][OH:15])=[N:10][C:9]([S:20][C@H:21]([C:23]3[CH:28]=[CH:27][CH:26]=[C:25]([F:29])[CH:24]=3)[CH3:22])=[N:8][C:7]=2[N:30]=1.[CH3:31]O.